This data is from Forward reaction prediction with 1.9M reactions from USPTO patents (1976-2016). The task is: Predict the product of the given reaction. Given the reactants [CH:1]1([N:6]([C@H:20]2[CH2:25][CH2:24][C@H:23]([CH2:26][CH3:27])[CH2:22][CH2:21]2)[C:7](=[O:19])[NH:8][C:9]2[S:10][C:11]([S:14]CC(O)=O)=[CH:12][N:13]=2)[CH2:5][CH2:4][CH2:3][CH2:2]1.C1(N[C@H]2CC[C@H](CC)CC2)CCCC1.C([O:44][C:45](=[O:55])[CH2:46][CH2:47]SC1SC(N)=NC=1)C, predict the reaction product. The product is: [CH:1]1([N:6]([C@H:20]2[CH2:25][CH2:24][C@H:23]([CH2:26][CH3:27])[CH2:22][CH2:21]2)[C:7](=[O:19])[NH:8][C:9]2[S:10][C:11]([S:14][CH2:47][CH2:46][C:45]([OH:55])=[O:44])=[CH:12][N:13]=2)[CH2:5][CH2:4][CH2:3][CH2:2]1.